Dataset: Rat liver microsome stability data. Task: Regression/Classification. Given a drug SMILES string, predict its absorption, distribution, metabolism, or excretion properties. Task type varies by dataset: regression for continuous measurements (e.g., permeability, clearance, half-life) or binary classification for categorical outcomes (e.g., BBB penetration, CYP inhibition). Dataset: rlm. (1) The compound is CCn1c2ccccc2c2cc(NC(=O)CN3CCC(N4C(=O)OCc5c(F)cccc54)CC3)ccc21. The result is 0 (unstable in rat liver microsomes). (2) The compound is COC(=O)Nc1ccc2c(c1)NC(=O)[C@H](C)CCC[C@H](NC(=O)C=Cc1cc(Cl)ccc1-n1cnnn1)c1cc-2ccn1. The result is 0 (unstable in rat liver microsomes). (3) The compound is O=C(OC1C2CC3CC(C2)CC1C3)N1CCCCC1. The result is 1 (stable in rat liver microsomes).